From a dataset of Peptide-MHC class I binding affinity with 185,985 pairs from IEDB/IMGT. Regression. Given a peptide amino acid sequence and an MHC pseudo amino acid sequence, predict their binding affinity value. This is MHC class I binding data. The peptide sequence is AVDPAKAYK. The MHC is HLA-A33:01 with pseudo-sequence HLA-A33:01. The binding affinity (normalized) is 0.317.